Dataset: Full USPTO retrosynthesis dataset with 1.9M reactions from patents (1976-2016). Task: Predict the reactants needed to synthesize the given product. (1) Given the product [F:1][C:2]1[CH:3]=[C:4]([C:9]2[CH:14]=[CH:13][C:12]([CH3:15])=[C:11]([CH2:16][C:17]([Cl:22])=[O:19])[CH:10]=2)[CH:5]=[CH:6][C:7]=1[F:8], predict the reactants needed to synthesize it. The reactants are: [F:1][C:2]1[CH:3]=[C:4]([C:9]2[CH:14]=[CH:13][C:12]([CH3:15])=[C:11]([CH2:16][C:17]([OH:19])=O)[CH:10]=2)[CH:5]=[CH:6][C:7]=1[F:8].S(Cl)([Cl:22])=O. (2) The reactants are: [Cl:1][C:2]1[CH:3]=[C:4]2[C:9](=[C:10]([Cl:12])[CH:11]=1)[CH2:8][N:7]([CH3:13])[CH2:6][CH:5]2[C:14]1[CH:15]=[C:16]([NH:20][C:21](=[O:32])OC2C=CC([N+]([O-])=O)=CC=2)[CH:17]=[CH:18][CH:19]=1.[N:33]([CH2:36][CH2:37][O:38][CH2:39][CH2:40][O:41][CH2:42][CH2:43][O:44][CH2:45][CH2:46][NH2:47])=[N+:34]=[N-:35]. Given the product [N:33]([CH2:36][CH2:37][O:38][CH2:39][CH2:40][O:41][CH2:42][CH2:43][O:44][CH2:45][CH2:46][NH:47][C:21]([NH:20][C:16]1[CH:17]=[CH:18][CH:19]=[C:14]([CH:5]2[C:4]3[C:9](=[C:10]([Cl:12])[CH:11]=[C:2]([Cl:1])[CH:3]=3)[CH2:8][N:7]([CH3:13])[CH2:6]2)[CH:15]=1)=[O:32])=[N+:34]=[N-:35], predict the reactants needed to synthesize it. (3) Given the product [OH:2][CH2:1][C:3]1[CH:8]=[C:7]([N+:9]([O-:11])=[O:10])[CH:6]=[CH:5][C:4]=1[N:12]1[CH2:17][CH2:16][N:15]([C:18]([O:20][C:21]([CH3:24])([CH3:23])[CH3:22])=[O:19])[CH2:14][C@@H:13]1[CH3:25], predict the reactants needed to synthesize it. The reactants are: [CH:1]([C:3]1[CH:8]=[C:7]([N+:9]([O-:11])=[O:10])[CH:6]=[CH:5][C:4]=1[N:12]1[CH2:17][CH2:16][N:15]([C:18]([O:20][C:21]([CH3:24])([CH3:23])[CH3:22])=[O:19])[CH2:14][C@@H:13]1[CH3:25])=[O:2].[BH4-].[Na+]. (4) Given the product [Br:25][C:6]1[CH:7]=[CH:8][C:3]([O:2][CH3:1])=[C:4]([C:11]2[CH:12]=[C:13]3[C:18](=[CH:19][CH:20]=2)[C:17]([CH3:22])([CH3:21])[CH2:16][CH2:15][C:14]3([CH3:24])[CH3:23])[C:5]=1[O:9][CH3:10], predict the reactants needed to synthesize it. The reactants are: [CH3:1][O:2][C:3]1[CH:8]=[CH:7][CH:6]=[C:5]([O:9][CH3:10])[C:4]=1[C:11]1[CH:12]=[C:13]2[C:18](=[CH:19][CH:20]=1)[C:17]([CH3:22])([CH3:21])[CH2:16][CH2:15][C:14]2([CH3:24])[CH3:23].[Br-:25].[Br-].[Br-].[NH+]1C=CC=CC=1.[NH+]1C=CC=CC=1.[NH+]1C=CC=CC=1. (5) Given the product [N:50]1[CH:51]=[CH:56][C:55]([C:7]2[CH:8]=[CH:9][C:10]3[O:34][CH2:33][C:13]4([C:21]5[C:16](=[CH:17][CH:18]=[CH:19][CH:20]=5)[N:15]([CH2:22][C:23]5[O:24][C:25]([C:28]([F:30])([F:31])[F:29])=[CH:26][CH:27]=5)[C:14]4=[O:32])[C:11]=3[CH:12]=2)=[CH:54][CH:53]=1, predict the reactants needed to synthesize it. The reactants are: FC(F)(F)S(O[C:7]1[CH:8]=[CH:9][C:10]2[O:34][CH2:33][C:13]3([C:21]4[C:16](=[CH:17][CH:18]=[CH:19][CH:20]=4)[N:15]([CH2:22][C:23]4[O:24][C:25]([C:28]([F:31])([F:30])[F:29])=[CH:26][CH:27]=4)[C:14]3=[O:32])[C:11]=2[CH:12]=1)(=O)=O.Br[C:55]1[CH:54]=[CH:53]C=[C:51]2[C:56]=1C1(C3C=C(F)C(F)=CC=3OC1)C(=O)[N:50]2CC([NH:50][C:51]1[CH:56]=[CH:55][CH:54]=[CH:53]C=1F)=O.N1C=CC(B(O)O)=CC=1.N1C=C(B(O)O)C=NC=1. (6) The reactants are: [NH:1]1[C:9]2[C:4](=[CH:5][CH:6]=[CH:7][CH:8]=2)[CH:3]=[CH:2]1.C(=O)([O-])[O-].[Cs+].[Cs+].[C:16]1(I)[CH:21]=[CH:20][CH:19]=[CH:18][CH:17]=1. Given the product [C:16]1([N:1]2[C:9]3[C:4](=[CH:5][CH:6]=[CH:7][CH:8]=3)[CH:3]=[CH:2]2)[CH:21]=[CH:20][CH:19]=[CH:18][CH:17]=1, predict the reactants needed to synthesize it. (7) Given the product [NH2:1][C:4]1[CH:5]=[C:6]([C:14]2[O:15][C:16]3[CH:22]=[CH:21][C:20]([C:23]4[S:24][C:25]5[CH:31]=[CH:30][CH:29]=[CH:28][C:26]=5[CH:27]=4)=[CH:19][C:17]=3[N:18]=2)[C:7]([NH:10][CH2:11][CH2:12][CH3:13])=[CH:8][CH:9]=1, predict the reactants needed to synthesize it. The reactants are: [N+:1]([C:4]1[CH:5]=[C:6]([C:14]2[O:15][C:16]3[CH:22]=[CH:21][C:20]([C:23]4[S:24][C:25]5[CH:31]=[CH:30][CH:29]=[CH:28][C:26]=5[CH:27]=4)=[CH:19][C:17]=3[N:18]=2)[C:7]([NH:10][CH2:11][CH2:12][CH3:13])=[CH:8][CH:9]=1)([O-])=O.